Task: Predict the reaction yield, written as a fraction of the theoretical maximum amount of product (1.0 means a 100% yield; for example, 0.34 means a 34% yield).. Dataset: Reaction yield outcomes from USPTO patents with 853,638 reactions (1) The reactants are [F:1][C:2]1[CH:3]=[C:4]([CH2:10][C:11]([OH:13])=O)[CH:5]=[CH:6][C:7]=1[O:8][CH3:9].[F:14][C:15]1[CH:20]=[CH:19][CH:18]=[CH:17][C:16]=1[O:21][CH3:22]. No catalyst specified. The product is [F:14][C:15]1[CH:20]=[C:19]([C:11](=[O:13])[CH2:10][C:4]2[CH:5]=[CH:6][C:7]([O:8][CH3:9])=[C:2]([F:1])[CH:3]=2)[CH:18]=[CH:17][C:16]=1[O:21][CH3:22]. The yield is 0.775. (2) The reactants are Br[C:2]1[C:3]([CH3:21])=[C:4]([N:8]2[C:17](=[O:18])[C:16]3[C:11](=[CH:12][CH:13]=[CH:14][CH:15]=3)[N:10]([CH3:19])[C:9]2=[O:20])[CH:5]=[CH:6][CH:7]=1.[CH3:22][C:23]1([CH3:39])[C:27]([CH3:29])([CH3:28])[O:26][B:25]([B:25]2[O:26][C:27]([CH3:29])([CH3:28])[C:23]([CH3:39])([CH3:22])[O:24]2)[O:24]1.C([O-])(=O)C.[K+]. The catalyst is O1CCOCC1.CS(C)=O.C1C=CC(P(C2C=CC=CC=2)[C-]2C=CC=C2)=CC=1.C1C=CC(P(C2C=CC=CC=2)[C-]2C=CC=C2)=CC=1.Cl[Pd]Cl.[Fe+2].C(Cl)Cl. The product is [CH3:19][N:10]1[C:11]2[C:16](=[CH:15][CH:14]=[CH:13][CH:12]=2)[C:17](=[O:18])[N:8]([C:4]2[CH:5]=[CH:6][CH:7]=[C:2]([B:25]3[O:26][C:27]([CH3:29])([CH3:28])[C:23]([CH3:39])([CH3:22])[O:24]3)[C:3]=2[CH3:21])[C:9]1=[O:20]. The yield is 0.510. (3) The reactants are [C:1]([O:9][C@@H:10]1[C@H:14]([F:15])[C@@H:13]([CH2:16][O:17]CC2C=CC=CC=2)[O:12][C@@H:11]1[O:25][CH3:26])(=[O:8])[C:2]1[CH:7]=[CH:6][CH:5]=[CH:4][CH:3]=1. The catalyst is O. The product is [C:1]([O:9][C@@H:10]1[C@H:14]([F:15])[C@@H:13]([CH2:16][OH:17])[O:12][C@@H:11]1[O:25][CH3:26])(=[O:8])[C:2]1[CH:3]=[CH:4][CH:5]=[CH:6][CH:7]=1. The yield is 0.800. (4) The reactants are N1C=CN=C1.C1CCN2C(=NCCC2)CC1.[C:17]1([CH2:23][C:24](Cl)=[O:25])[CH:22]=[CH:21][CH:20]=[CH:19][CH:18]=1.[NH2:27][C:28]1[O:32][N:31]=[C:30]([C:33]2[CH:38]=[CH:37][C:36]([F:39])=[CH:35][CH:34]=2)[C:29]=1[C:40]1[CH:45]=[CH:44][N:43]=[CH:42][N:41]=1. The catalyst is C1COCC1. The product is [F:39][C:36]1[CH:37]=[CH:38][C:33]([C:30]2[C:29]([C:40]3[CH:45]=[CH:44][N:43]=[CH:42][N:41]=3)=[C:28]([NH:27][C:24](=[O:25])[CH2:23][C:17]3[CH:22]=[CH:21][CH:20]=[CH:19][CH:18]=3)[O:32][N:31]=2)=[CH:34][CH:35]=1. The yield is 0.660.